Dataset: Full USPTO retrosynthesis dataset with 1.9M reactions from patents (1976-2016). Task: Predict the reactants needed to synthesize the given product. Given the product [CH3:9][C@H:8]([O:10][CH2:14][CH:13]=[CH2:12])[CH2:7][CH2:6][CH2:5][CH:4]([CH3:11])[CH3:3], predict the reactants needed to synthesize it. The reactants are: [H-].[Na+].[CH3:3][CH:4]([CH3:11])[CH2:5][CH2:6][CH2:7][C@@H:8]([OH:10])[CH3:9].[CH2:12](Br)[CH:13]=[CH2:14].O.